Dataset: Reaction yield outcomes from USPTO patents with 853,638 reactions. Task: Predict the reaction yield, written as a fraction of the theoretical maximum amount of product (1.0 means a 100% yield; for example, 0.34 means a 34% yield). (1) The product is [F:22][C:17]1[CH:18]=[CH:19][CH:20]=[CH:21][C:16]=1[C:13]1[CH:14]=[CH:15][C:10]2[N:11]([CH:23]=[C:8]([C:5]3[CH:6]=[CH:7][C:2]([C:28]#[C:27][Si:29]([CH3:32])([CH3:31])[CH3:30])=[C:3]([N+:24]([O-:26])=[O:25])[CH:4]=3)[N:9]=2)[N:12]=1. The catalyst is C1COCC1.Cl[Pd](Cl)([P](C1C=CC=CC=1)(C1C=CC=CC=1)C1C=CC=CC=1)[P](C1C=CC=CC=1)(C1C=CC=CC=1)C1C=CC=CC=1.[Cu]I. The reactants are Br[C:2]1[CH:7]=[CH:6][C:5]([C:8]2[N:9]=[C:10]3[CH:15]=[CH:14][C:13]([C:16]4[CH:21]=[CH:20][CH:19]=[CH:18][C:17]=4[F:22])=[N:12][N:11]3[CH:23]=2)=[CH:4][C:3]=1[N+:24]([O-:26])=[O:25].[C:27]([Si:29]([CH3:32])([CH3:31])[CH3:30])#[CH:28].C(N(CC)CC)C. The yield is 0.810. (2) The reactants are [CH3:1][CH:2]([CH3:28])[CH:3]([NH:15][C:16]([CH:18]1[CH2:22][CH:21]([CH2:23][CH2:24][CH2:25][CH2:26][CH3:27])[CH2:20][NH:19]1)=[O:17])[CH:4]1[CH:9]([OH:10])[CH:8]([OH:11])[CH:7]([OH:12])[CH:6]([S:13][CH3:14])[O:5]1.[CH2:29]([N:31](CC)CC)[CH3:30].BrCC#N. The product is [CH3:1][CH:2]([CH3:28])[CH:3]([NH:15][C:16]([CH:18]1[CH2:22][CH:21]([CH2:23][CH2:24][CH2:25][CH2:26][CH3:27])[CH2:20][N:19]1[CH2:30][C:29]#[N:31])=[O:17])[CH:4]1[CH:9]([OH:10])[CH:8]([OH:11])[CH:7]([OH:12])[CH:6]([S:13][CH3:14])[O:5]1. The yield is 0.100. The catalyst is C(#N)C. (3) The yield is 0.840. The product is [S:20]1[CH:21]=[CH:22][N:23]=[C:19]1[C:2]1[CH:9]=[CH:8][C:5]([C:6]#[N:7])=[C:4]([C:10]([F:13])([F:12])[F:11])[CH:3]=1. The catalyst is CN(C=O)C.[Pd](Cl)Cl.C1(P(C2C=CC=CC=2)[C-]2C=CC=C2)C=CC=CC=1.[C-]1(P(C2C=CC=CC=2)C2C=CC=CC=2)C=CC=C1.[Fe+2]. The reactants are Br[C:2]1[CH:9]=[CH:8][C:5]([C:6]#[N:7])=[C:4]([C:10]([F:13])([F:12])[F:11])[CH:3]=1.C([Sn](CCCC)(CCCC)[C:19]1[S:20][CH:21]=[CH:22][N:23]=1)CCC. (4) The reactants are OO.O.[OH-].[Li+].[CH2:6]([O:26][C@H:27]([CH2:43][CH3:44])[C:28](N1[C@@H](C)[C@@H](C2C=CC=CC=2)OC1=O)=[O:29])[CH2:7][CH2:8][CH2:9]/[CH:10]=[CH:11]\[CH2:12]/[CH:13]=[CH:14]\[CH2:15]/[CH:16]=[CH:17]\[CH2:18]/[CH:19]=[CH:20]\[CH2:21]/[CH:22]=[CH:23]\[CH2:24][CH3:25].[O-:45]S([O-])=O.[Na+].[Na+].Cl. The catalyst is O1CCCC1.O. The product is [CH2:6]([O:26][C@H:27]([CH2:43][CH3:44])[C:28]([OH:29])=[O:45])[CH2:7][CH2:8][CH2:9]/[CH:10]=[CH:11]\[CH2:12]/[CH:13]=[CH:14]\[CH2:15]/[CH:16]=[CH:17]\[CH2:18]/[CH:19]=[CH:20]\[CH2:21]/[CH:22]=[CH:23]\[CH2:24][CH3:25]. The yield is 0.290.